Dataset: Reaction yield outcomes from USPTO patents with 853,638 reactions. Task: Predict the reaction yield, written as a fraction of the theoretical maximum amount of product (1.0 means a 100% yield; for example, 0.34 means a 34% yield). (1) The reactants are [C:1](#[N:4])[CH:2]=[CH2:3].[F:5][C:6]1[CH:11]=[CH:10][C:9]([F:12])=[CH:8][C:7]=1[NH:13][NH2:14]. The catalyst is C(O)C. The product is [F:5][C:6]1[CH:11]=[CH:10][C:9]([F:12])=[CH:8][C:7]=1[NH:13][NH:14][CH2:3][CH2:2][C:1]#[N:4]. The yield is 0.730. (2) The reactants are Cl[C:2]1[CH:7]=[CH:6][N:5]=[C:4]([NH:8][C:9]2[CH:16]=[CH:15][C:12]([C:13]#[N:14])=[CH:11][CH:10]=2)[N:3]=1.[Br:17][C:18]1[CH:23]=[C:22]([CH3:24])[CH:21]=[C:20]([Br:25])[C:19]=1[NH2:26].Cl. The catalyst is C(OCC)C.O1CCOCC1. The product is [Br:17][C:18]1[CH:23]=[C:22]([CH3:24])[CH:21]=[C:20]([Br:25])[C:19]=1[NH:26][C:2]1[CH:7]=[CH:6][N:5]=[C:4]([NH:8][C:9]2[CH:16]=[CH:15][C:12]([C:13]#[N:14])=[CH:11][CH:10]=2)[N:3]=1. The yield is 0.159. (3) The reactants are [Cl:1][C:2]1[CH:7]=[CH:6][C:5]([CH2:8]Cl)=[CH:4][N:3]=1.[CH2:10]([NH2:13])[CH2:11][NH2:12]. No catalyst specified. The product is [Cl:1][C:2]1[N:3]=[CH:4][C:5]([CH2:8][NH:12][CH2:11][CH2:10][NH2:13])=[CH:6][CH:7]=1. The yield is 1.00. (4) The reactants are [S:1]1[C:5]([C:6]([OH:8])=O)=[CH:4][CH:3]=[C:2]1[C:9]1[S:10][CH:11]=[CH:12][CH:13]=1.ON1C2C=CC=CC=2N=N1.Cl.C(N=C=NCCCN(C)C)C.[CH3:36][N:37]1[C:41]([C:42]2[CH:43]=[C:44]([CH:46]=[CH:47][CH:48]=2)[NH2:45])=[CH:40][N:39]=[C:38]1[CH3:49]. The catalyst is ClCCl.CN(C)C1C=CN=CC=1. The product is [CH3:49][C:38]1[N:37]([CH3:36])[C:41]([C:42]2[CH:43]=[C:44]([NH:45][C:6]([C:5]3[S:1][C:2]([C:9]4[S:10][CH:11]=[CH:12][CH:13]=4)=[CH:3][CH:4]=3)=[O:8])[CH:46]=[CH:47][CH:48]=2)=[CH:40][N:39]=1. The yield is 0.616.